This data is from Reaction yield outcomes from USPTO patents with 853,638 reactions. The task is: Predict the reaction yield, written as a fraction of the theoretical maximum amount of product (1.0 means a 100% yield; for example, 0.34 means a 34% yield). (1) The catalyst is CN(C=O)C.CCOC(C)=O.O. The yield is 0.380. The reactants are CC(C)([O-])C.[K+].[NH:7]1[CH:11]=[CH:10][CH:9]=[C:8]1[C:12]([O:14][CH3:15])=[O:13].Br[CH2:17][C:18]([C:20]1[CH:25]=[CH:24][C:23]([O:26][CH:27]([F:29])[F:28])=[CH:22][CH:21]=1)=[O:19]. The product is [F:28][CH:27]([F:29])[O:26][C:23]1[CH:22]=[CH:21][C:20]([C:18](=[O:19])[CH2:17][N:7]2[CH:11]=[CH:10][CH:9]=[C:8]2[C:12]([O:14][CH3:15])=[O:13])=[CH:25][CH:24]=1. (2) The reactants are Cl.O1CCOCC1.[Si]([O:15][C@H:16]1[CH2:20][CH2:19][N:18]([CH2:21][C:22]2[CH:27]=[CH:26][C:25]([Cl:28])=[CH:24][CH:23]=2)[C:17]1=[O:29])(C(C)(C)C)(C)C. The catalyst is ClCCl. The product is [Cl:28][C:25]1[CH:24]=[CH:23][C:22]([CH2:21][N:18]2[CH2:19][CH2:20][C@H:16]([OH:15])[C:17]2=[O:29])=[CH:27][CH:26]=1. The yield is 1.00. (3) The catalyst is CC(O)=O. The product is [N:3]1([N:14]2[CH2:19][CH2:18][CH2:17][CH2:16][CH2:15]2)[CH2:4][CH2:5][C:6](=[O:13])[CH2:7][C:2]1=[O:1]. The yield is 0.220. The reactants are [O:1]=[C:2]1[CH:7](C(OCC)=O)[C:6](=[O:13])[CH2:5][CH2:4][N:3]1[N:14]1[CH2:19][CH2:18][CH2:17][CH2:16][CH2:15]1.